Dataset: Forward reaction prediction with 1.9M reactions from USPTO patents (1976-2016). Task: Predict the product of the given reaction. (1) Given the reactants [C:1]([O:5][C:6](=[O:30])[NH:7][C:8]1[CH:13]=[CH:12][CH:11]=[CH:10][C:9]=1[NH:14][C:15]([C:17]1[NH:18][C:19]2[C:24]([CH:25]=1)=[CH:23][C:22]([O:26]CC=C)=[CH:21][CH:20]=2)=[O:16])([CH3:4])([CH3:3])[CH3:2].O.C1(C)C=CC(S(O)(=O)=O)=CC=1.C([O-])(O)=O.[Na+], predict the reaction product. The product is: [C:1]([O:5][C:6](=[O:30])[NH:7][C:8]1[CH:13]=[CH:12][CH:11]=[CH:10][C:9]=1[NH:14][C:15]([C:17]1[NH:18][C:19]2[C:24]([CH:25]=1)=[CH:23][C:22]([OH:26])=[CH:21][CH:20]=2)=[O:16])([CH3:4])([CH3:2])[CH3:3]. (2) The product is: [C:31]([O:30][C:28]([N:25]1[CH2:24][CH2:23][C:22]([NH:35][C:15]([C:7]2[CH:6]=[CH:5][C:4]([CH:1]3[CH2:2][CH2:3]3)=[C:9]([O:10][CH2:11][CH:12]3[CH2:13][CH2:14]3)[N:8]=2)=[O:17])([CH2:21][C:20]([O:19][CH3:18])=[O:36])[CH2:27][CH2:26]1)=[O:29])([CH3:33])([CH3:34])[CH3:32]. Given the reactants [CH:1]1([C:4]2[CH:5]=[CH:6][C:7]([C:15]([OH:17])=O)=[N:8][C:9]=2[O:10][CH2:11][CH:12]2[CH2:14][CH2:13]2)[CH2:3][CH2:2]1.[CH3:18][O:19][C:20](=[O:36])[CH2:21][C:22]1([NH2:35])[CH2:27][CH2:26][N:25]([C:28]([O:30][C:31]([CH3:34])([CH3:33])[CH3:32])=[O:29])[CH2:24][CH2:23]1, predict the reaction product.